From a dataset of Reaction yield outcomes from USPTO patents with 853,638 reactions. Predict the reaction yield, written as a fraction of the theoretical maximum amount of product (1.0 means a 100% yield; for example, 0.34 means a 34% yield). (1) The reactants are Br[C:2]1[CH:3]=[N:4][CH:5]=[CH:6][CH:7]=1.C([Li])CCC.[Br:13][C:14]1[CH:21]=[CH:20][C:17]([CH:18]=[O:19])=[CH:16][CH:15]=1. The catalyst is O1CCCC1.C(OCC)(=O)C. The product is [Br:13][C:14]1[CH:21]=[CH:20][C:17]([CH:18]([C:2]2[CH:3]=[N:4][CH:5]=[CH:6][CH:7]=2)[OH:19])=[CH:16][CH:15]=1. The yield is 0.400. (2) The reactants are Cl[CH2:2][C@@H:3]([OH:32])[CH2:4][NH:5][C:6]([C:8]1[CH:9]=[N:10][N:11]2[CH:16]=[CH:15][C:14]([N:17]3[CH2:21][C:20]([F:23])([F:22])[CH2:19][CH:18]3[C:24]3[CH:29]=[C:28]([F:30])[CH:27]=[CH:26][C:25]=3[OH:31])=[N:13][C:12]=12)=[O:7].C([O-])([O-])=O.[Cs+].[Cs+]. The catalyst is CN(C=O)C. The product is [F:22][C:20]1([F:23])[CH2:19][CH:18]2[N:17]([C:14]3[CH:15]=[CH:16][N:11]4[C:12]([N:13]=3)=[C:8]([C:6](=[O:7])[NH:5][CH2:4][C@H:3]([OH:32])[CH2:2][O:31][C:25]3[CH:26]=[CH:27][C:28]([F:30])=[CH:29][C:24]=32)[CH:9]=[N:10]4)[CH2:21]1. The yield is 0.200. (3) The reactants are [CH:1]([C:4]1[NH:5][C:6]2[C:11]([CH:12]=1)=[CH:10][C:9]([N+:13]([O-])=O)=[CH:8][CH:7]=2)([CH3:3])[CH3:2]. The catalyst is [Ni].CO. The product is [CH:1]([C:4]1[NH:5][C:6]2[C:11]([CH:12]=1)=[CH:10][C:9]([NH2:13])=[CH:8][CH:7]=2)([CH3:3])[CH3:2]. The yield is 0.410.